From a dataset of Full USPTO retrosynthesis dataset with 1.9M reactions from patents (1976-2016). Predict the reactants needed to synthesize the given product. (1) Given the product [I-:1].[I-:1].[CH2:2]([N+:9]1[C:18]2[C:13](=[CH:14][CH:15]=[CH:16][CH:17]=2)[CH:12]=[CH:11][CH:10]=1)[CH2:3][CH2:4][CH2:5][CH2:6][CH2:7][N+:9]1[C:18]2[C:13](=[CH:14][CH:15]=[CH:16][CH:17]=2)[CH:12]=[CH:11][CH:10]=1, predict the reactants needed to synthesize it. The reactants are: [I:1][CH2:2][CH2:3][CH2:4][CH2:5][CH2:6][CH2:7]I.[N:9]1[C:18]2[C:13](=[CH:14][CH:15]=[CH:16][CH:17]=2)[CH:12]=[CH:11][CH:10]=1. (2) Given the product [CH3:1][C:2]1[C:10]2([CH2:11][CH2:12][N:13]([C:16]([C:18]3[CH:19]=[N:20][C:21]4[N:22]([N:31]=[CH:32][C:33]=4[C:34]([NH:42][S:39]([CH2:37][CH3:38])(=[O:41])=[O:40])=[O:35])[C:23]=3[NH:24][C:25]3[CH:30]=[CH:29][CH:28]=[CH:27][CH:26]=3)=[O:17])[CH2:14][CH2:15]2)[C:9]2[C:4](=[CH:5][CH:6]=[CH:7][CH:8]=2)[CH:3]=1, predict the reactants needed to synthesize it. The reactants are: [CH3:1][C:2]1[C:10]2([CH2:15][CH2:14][N:13]([C:16]([C:18]3[CH:19]=[N:20][C:21]4[N:22]([N:31]=[CH:32][C:33]=4[C:34](O)=[O:35])[C:23]=3[NH:24][C:25]3[CH:30]=[CH:29][CH:28]=[CH:27][CH:26]=3)=[O:17])[CH2:12][CH2:11]2)[C:9]2[C:4](=[CH:5][CH:6]=[CH:7][CH:8]=2)[CH:3]=1.[CH2:37]([S:39]([NH2:42])(=[O:41])=[O:40])[CH3:38]. (3) Given the product [CH3:1][O:2][C:3](=[O:33])[CH2:4][CH2:5][C:6]1[CH:11]=[CH:10][C:9]([C:12]([CH2:13][CH3:14])([C:15]2[CH:20]=[CH:19][C:18]([C:45]#[C:44][C:43]([CH2:46][CH3:47])([OH:48])[CH2:41][CH3:42])=[C:17]([CH3:29])[CH:16]=2)[CH2:30][CH3:31])=[CH:8][C:7]=1[CH3:32], predict the reactants needed to synthesize it. The reactants are: [CH3:1][O:2][C:3](=[O:33])[CH2:4][CH2:5][C:6]1[CH:11]=[CH:10][C:9]([C:12]([CH2:30][CH3:31])([C:15]2[CH:20]=[CH:19][C:18](OS(C(F)(F)F)(=O)=O)=[C:17]([CH3:29])[CH:16]=2)[CH2:13][CH3:14])=[CH:8][C:7]=1[CH3:32].C(N(CC)CC)C.[CH2:41]([C:43]([OH:48])([CH2:46][CH3:47])[C:44]#[CH:45])[CH3:42].[NH4+].[Cl-]. (4) The reactants are: [CH3:1][C:2]1[N:3]([S:15]([C:18]2[CH:23]=[CH:22][CH:21]=[CH:20][CH:19]=2)(=[O:17])=[O:16])[C:4]([C:9]2[CH:14]=[CH:13][CH:12]=[CH:11][CH:10]=2)=[CH:5][C:6]=1[CH:7]=O.[Cl-:24].C[NH3+].[C:27]([BH3-])#[N:28].[Na+]. Given the product [ClH:24].[CH3:27][NH:28][CH2:7][C:6]1[CH:5]=[C:4]([C:9]2[CH:10]=[CH:11][CH:12]=[CH:13][CH:14]=2)[N:3]([S:15]([C:18]2[CH:23]=[CH:22][CH:21]=[CH:20][CH:19]=2)(=[O:17])=[O:16])[C:2]=1[CH3:1], predict the reactants needed to synthesize it. (5) Given the product [NH2:15][CH2:14][CH:8]([C:4]1[CH:3]=[C:2]([CH3:1])[CH:7]=[CH:6][N:5]=1)[OH:9], predict the reactants needed to synthesize it. The reactants are: [CH3:1][C:2]1[CH:7]=[CH:6][N:5]=[C:4]([CH:8]=[O:9])[CH:3]=1.C[Si]([C:14]#[N:15])(C)C.[H-].[Al+3].[Li+].[H-].[H-].[H-].[OH-].[Na+]. (6) Given the product [Br:1][C:2]1[CH:3]=[C:4]2[C:9](=[CH:10][C:11]=1[O:12][CH2:13][C:14]1[CH:15]=[C:16]([S:20]([CH3:28])(=[NH:22])=[O:21])[CH:17]=[CH:18][CH:19]=1)[N:8]=[CH:7][N:6]=[C:5]2[NH:29][CH2:30][C@H:31]([OH:33])[CH3:32], predict the reactants needed to synthesize it. The reactants are: [Br:1][C:2]1[CH:3]=[C:4]2[C:9](=[CH:10][C:11]=1[O:12][CH2:13][C:14]1[CH:15]=[C:16]([S:20]([CH3:28])(=[N:22]C(OCC)=O)=[O:21])[CH:17]=[CH:18][CH:19]=1)[N:8]=[CH:7][N:6]=[C:5]2[NH:29][CH2:30][C@H:31]([OH:33])[CH3:32].[O-]CC.[Na+].C(=O)(O)[O-].[Na+]. (7) Given the product [Br:1][C:2]1[CH:3]=[C:4]([OH:11])[C:5]([Cl:8])=[N:6][CH:7]=1, predict the reactants needed to synthesize it. The reactants are: [Br:1][C:2]1[CH:3]=[C:4](N)[C:5]([Cl:8])=[N:6][CH:7]=1.N([O-])=[O:11].[Na+].[OH-].[Na+].